Predict the reactants needed to synthesize the given product. From a dataset of Retrosynthesis with 50K atom-mapped reactions and 10 reaction types from USPTO. (1) Given the product Brc1nnc2n1CCNC2, predict the reactants needed to synthesize it. The reactants are: CC(C)(C)OC(=O)N1CCn2c(Br)nnc2C1. (2) Given the product O=[N+]([O-])c1ccc(Cl)c(S(=O)(=O)N2CCOCC2)c1Cl, predict the reactants needed to synthesize it. The reactants are: C1COCCN1.O=[N+]([O-])c1ccc(Cl)c(S(=O)(=O)Cl)c1Cl. (3) Given the product Fc1ccc(Oc2cc(Br)cnc2Nc2nc(CCc3ccccc3)cs2)cc1, predict the reactants needed to synthesize it. The reactants are: NC(=S)Nc1ncc(Br)cc1Oc1ccc(F)cc1.O=C(CBr)CCc1ccccc1. (4) Given the product O=C(Nc1ccc2c(c1)CCN(C1CCC1)CC2)c1ccc(-c2ccncc2)cc1, predict the reactants needed to synthesize it. The reactants are: O=C(Nc1ccc2c(c1)CCN(C1CCC1)CC2)c1ccc(I)cc1.OB(O)c1ccncc1.